Dataset: Catalyst prediction with 721,799 reactions and 888 catalyst types from USPTO. Task: Predict which catalyst facilitates the given reaction. Reactant: FC(F)(F)S([O:6][S:7]([C:10]([F:13])([F:12])[F:11])(=[O:9])=[O:8])(=O)=O.[F:16][C:17]1[C:21]2[CH:22]=[CH:23][CH:24]=[C:25](O)[C:20]=2[S:19][C:18]=1[CH2:27][C:28]1[CH:33]=[CH:32][CH:31]=[C:30]([C:34]([F:37])([F:36])[F:35])[CH:29]=1.Cl. Product: [F:13][C:10]([F:11])([F:12])[S:7]([O:6][C:25]1[C:20]2[S:19][C:18]([CH2:27][C:28]3[CH:33]=[CH:32][CH:31]=[C:30]([C:34]([F:37])([F:35])[F:36])[CH:29]=3)=[C:17]([F:16])[C:21]=2[CH:22]=[CH:23][CH:24]=1)(=[O:8])=[O:9]. The catalyst class is: 17.